From a dataset of Peptide-MHC class II binding affinity with 134,281 pairs from IEDB. Regression. Given a peptide amino acid sequence and an MHC pseudo amino acid sequence, predict their binding affinity value. This is MHC class II binding data. The peptide sequence is NVTENFNMWKNNMVEQMH. The MHC is HLA-DQA10102-DQB10602 with pseudo-sequence HLA-DQA10102-DQB10602. The binding affinity (normalized) is 0.355.